This data is from Full USPTO retrosynthesis dataset with 1.9M reactions from patents (1976-2016). The task is: Predict the reactants needed to synthesize the given product. The reactants are: C([O:3][C:4](=[O:25])[CH2:5][CH2:6][C:7]1[CH:8]=[N:9][C:10]([O:13][CH2:14][CH:15]2[CH2:24][CH2:23][CH2:22][C:17]3([CH2:21][CH2:20][CH2:19][CH2:18]3)[CH2:16]2)=[CH:11][CH:12]=1)C.O1CCCC1.[OH-].[Na+].[ClH:33]. Given the product [ClH:33].[CH2:18]1[C:17]2([CH2:22][CH2:23][CH2:24][CH:15]([CH2:14][O:13][C:10]3[N:9]=[CH:8][C:7]([CH2:6][CH2:5][C:4]([OH:25])=[O:3])=[CH:12][CH:11]=3)[CH2:16]2)[CH2:21][CH2:20][CH2:19]1, predict the reactants needed to synthesize it.